Dataset: Reaction yield outcomes from USPTO patents with 853,638 reactions. Task: Predict the reaction yield, written as a fraction of the theoretical maximum amount of product (1.0 means a 100% yield; for example, 0.34 means a 34% yield). The reactants are [NH2:1][C:2](=[C:7]1C(=O)O[C:10](C)([CH3:14])[O:9][C:8]1=[O:16])[CH2:3][CH:4]1[CH2:6][CH2:5]1.[Na].[Cl-].[Na+].O. The catalyst is C(O)C.ClCCl. The product is [CH2:10]([O:9][C:8](=[O:16])[CH:7]=[C:2]([NH2:1])[CH2:3][CH:4]1[CH2:5][CH2:6]1)[CH3:14]. The yield is 0.770.